This data is from Full USPTO retrosynthesis dataset with 1.9M reactions from patents (1976-2016). The task is: Predict the reactants needed to synthesize the given product. Given the product [NH2:19][C:18](=[O:32])[CH:8]([NH:9][C:10]([CH:12]1[CH2:13][CH2:14][O:15][CH2:16][CH2:17]1)=[O:11])[C:6]1[CH:7]=[C:2]([Cl:1])[CH:3]=[CH:4][C:5]=1[O:20][CH3:21], predict the reactants needed to synthesize it. The reactants are: [Cl:1][C:2]1[CH:3]=[CH:4][C:5]([O:20][CH3:21])=[C:6]([CH:8]([C:18]#[N:19])[NH:9][C:10]([CH:12]2[CH2:17][CH2:16][O:15][CH2:14][CH2:13]2)=[O:11])[CH:7]=1.NC(=O)C(NC(=O)CC(O[Si](C(C)(C)C)(C)C)(C)C)C1C=C(Cl)C=CC=1[O:32]C.